This data is from Forward reaction prediction with 1.9M reactions from USPTO patents (1976-2016). The task is: Predict the product of the given reaction. (1) Given the reactants [CH2:1]([O:8][C:9]1[CH:18]=[C:17]2[C:12]([C:13](Cl)=[N:14][CH:15]=[N:16]2)=[CH:11][C:10]=1[O:20][CH3:21])[C:2]1[CH:7]=[CH:6][CH:5]=[CH:4][CH:3]=1.[NH2:22][C:23]1[CH:28]=[CH:27][C:26]([OH:29])=[CH:25][C:24]=1[Cl:30].Cl.[OH-].[Na+], predict the reaction product. The product is: [CH2:1]([O:8][C:9]1[CH:18]=[C:17]2[C:12]([C:13]([O:29][C:26]3[CH:27]=[CH:28][C:23]([NH2:22])=[C:24]([Cl:30])[CH:25]=3)=[N:14][CH:15]=[N:16]2)=[CH:11][C:10]=1[O:20][CH3:21])[C:2]1[CH:7]=[CH:6][CH:5]=[CH:4][CH:3]=1. (2) Given the reactants [Cl:1][C:2]1[CH:3]=[C:4]2[C:8](=[CH:9][CH:10]=1)[NH:7][C:6](=[O:11])[C:5]2([N:21]1[CH2:30][C@H:29]([O:31][CH2:32][CH2:33][C:34]#[N:35])[CH2:28][C@H:22]1[C:23]([N:25]([CH3:27])[CH3:26])=[O:24])[C:12]1[CH:17]=[C:16]([CH3:18])[CH:15]=[CH:14][C:13]=1[O:19][CH3:20].[CH3:36][O:37][C:38]1[CH:43]=[CH:42][C:41]([S:44](Cl)(=[O:46])=[O:45])=[C:40]([O:48][C:49]([F:52])([F:51])[F:50])[CH:39]=1, predict the reaction product. The product is: [Cl:1][C:2]1[CH:3]=[C:4]2[C:8](=[CH:9][CH:10]=1)[N:7]([S:44]([C:41]1[CH:42]=[CH:43][C:38]([O:37][CH3:36])=[CH:39][C:40]=1[O:48][C:49]([F:50])([F:51])[F:52])(=[O:46])=[O:45])[C:6](=[O:11])[C:5]2([N:21]1[CH2:30][C@H:29]([O:31][CH2:32][CH2:33][C:34]#[N:35])[CH2:28][C@H:22]1[C:23]([N:25]([CH3:27])[CH3:26])=[O:24])[C:12]1[CH:17]=[C:16]([CH3:18])[CH:15]=[CH:14][C:13]=1[O:19][CH3:20]. (3) Given the reactants [NH2:1][C@H:2]([C:11]([OH:13])=[O:12])[CH2:3][C:4]1[CH:9]=[CH:8][C:7]([OH:10])=[CH:6][CH:5]=1.Cl[C:15]([O:17][CH2:18][CH:19]=[CH2:20])=[O:16], predict the reaction product. The product is: [CH2:18]([O:17][C:15]([NH:1][C@H:2]([C:11]([OH:13])=[O:12])[CH2:3][C:4]1[CH:5]=[CH:6][C:7]([OH:10])=[CH:8][CH:9]=1)=[O:16])[CH:19]=[CH2:20]. (4) Given the reactants Br[CH:2]([C:14]1[CH:19]=[CH:18][CH:17]=[CH:16][CH:15]=1)[C:3]([O:5][C@H:6]([C:8]1[CH:13]=[CH:12][CH:11]=[CH:10][CH:9]=1)[CH3:7])=[O:4].C(N(CC)CC)C.[C:27]1([C:33]2([OH:39])[CH2:38][CH2:37][NH:36][CH2:35][CH2:34]2)[CH:32]=[CH:31][CH:30]=[CH:29][CH:28]=1, predict the reaction product. The product is: [C:14]1([C@@H:2]([N:36]2[CH2:37][CH2:38][CH2:33][CH2:34][CH2:35]2)[C:3]([OH:5])=[O:4])[CH:15]=[CH:16][CH:17]=[CH:18][CH:19]=1.[OH:39][C:33]1([C:27]2[CH:32]=[CH:31][CH:30]=[CH:29][CH:28]=2)[CH2:38][CH2:37][N:36]([C@H:2]([C:14]2[CH:19]=[CH:18][CH:17]=[CH:16][CH:15]=2)[C:3]([O:5][C@H:6]([C:8]2[CH:13]=[CH:12][CH:11]=[CH:10][CH:9]=2)[CH3:7])=[O:4])[CH2:35][CH2:34]1.